This data is from Full USPTO retrosynthesis dataset with 1.9M reactions from patents (1976-2016). The task is: Predict the reactants needed to synthesize the given product. (1) Given the product [Br:16][CH2:13][C:11]1[S:10][N:9]=[C:8]([C:5]2[CH:6]=[CH:7][C:2]([Cl:1])=[CH:3][CH:4]=2)[N:12]=1, predict the reactants needed to synthesize it. The reactants are: [Cl:1][C:2]1[CH:7]=[CH:6][C:5]([C:8]2[N:12]=[C:11]([CH2:13]O)[S:10][N:9]=2)=[CH:4][CH:3]=1.P(Br)(Br)[Br:16].O. (2) Given the product [CH3:32][O:33][CH2:34][CH2:35][O:41][C:42]1[CH:43]=[C:44]([N:48]2[C:57](=[O:58])[C:56]3[C:51](=[CH:52][CH:53]=[CH:54][C:55]=3[CH3:59])[N:50]=[C:49]2[CH:60]([NH:62][C:63]2[N:71]=[CH:70][N:69]=[C:68]3[C:64]=2[N:65]=[CH:66][NH:67]3)[CH3:61])[CH:45]=[CH:46][CH:47]=1, predict the reactants needed to synthesize it. The reactants are: OC1C=C(N2C(=O)C3C(=CC=CC=3C)N=C2C(NC2N=CN=C3C=2N=CN3[CH2:32][O:33][CH2:34][CH2:35][Si](C)(C)C)C)C=CC=1.Cl.[OH:41][C:42]1[CH:43]=[C:44]([N:48]2[C:57](=[O:58])[C:56]3[C:51](=[CH:52][CH:53]=[CH:54][C:55]=3[CH3:59])[N:50]=[C:49]2[CH:60]([NH:62][C:63]2[N:71]=[CH:70][N:69]=[C:68]3[C:64]=2[N:65]=[CH:66][NH:67]3)[CH3:61])[CH:45]=[CH:46][CH:47]=1. (3) Given the product [O:25]=[CH:26][C@@H:27]([C@H:29]([C@@H:31]([C@@H:33]([CH2:35][OH:36])[OH:34])[OH:32])[OH:30])[OH:28].[O:25]=[CH:26][C@@H:27]([C@H:29]([C@@H:31]([CH2:33][OH:34])[OH:32])[OH:30])[OH:28], predict the reactants needed to synthesize it. The reactants are: C1C2C(=O)C(=O)C3N=C(C(O)=O)C=C(C(O)=O)C=3C=2NC=1C(O)=O.[O:25]=[CH:26][C@@H:27]([C@H:29]([C@@H:31]([C@@H:33]([CH2:35][OH:36])[OH:34])[OH:32])[OH:30])[OH:28].